This data is from Peptide-MHC class I binding affinity with 185,985 pairs from IEDB/IMGT. The task is: Regression. Given a peptide amino acid sequence and an MHC pseudo amino acid sequence, predict their binding affinity value. This is MHC class I binding data. The peptide sequence is RVYAHVRSV. The MHC is HLA-C14:02 with pseudo-sequence HLA-C14:02. The binding affinity (normalized) is 0.695.